Task: Predict which catalyst facilitates the given reaction.. Dataset: Catalyst prediction with 721,799 reactions and 888 catalyst types from USPTO Reactant: [Br:1][C:2]1[C:6]([C:7]([O:9]CC)=[O:8])=[CH:5][N:4]([CH2:12][C:13]2[CH:18]=[CH:17][C:16]([O:19][CH3:20])=[CH:15][CH:14]=2)[N:3]=1.[OH-].[Na+].Cl. Product: [CH3:20][O:19][C:16]1[CH:15]=[CH:14][C:13]([CH2:12][N:4]2[CH:5]=[C:6]([C:7]([OH:9])=[O:8])[C:2]([Br:1])=[N:3]2)=[CH:18][CH:17]=1. The catalyst class is: 5.